The task is: Regression. Given a peptide amino acid sequence and an MHC pseudo amino acid sequence, predict their binding affinity value. This is MHC class II binding data.. This data is from Peptide-MHC class II binding affinity with 134,281 pairs from IEDB. (1) The peptide sequence is TGGIAIAMACIVGLM. The MHC is DRB1_0101 with pseudo-sequence DRB1_0101. The binding affinity (normalized) is 0.676. (2) The peptide sequence is IEPIVATNWQKLEAFWHKHM. The MHC is HLA-DQA10401-DQB10402 with pseudo-sequence HLA-DQA10401-DQB10402. The binding affinity (normalized) is 0.205. (3) The binding affinity (normalized) is 0.298. The MHC is DRB4_0101 with pseudo-sequence DRB4_0103. The peptide sequence is THMMIWHSNLNDATY.